Dataset: Forward reaction prediction with 1.9M reactions from USPTO patents (1976-2016). Task: Predict the product of the given reaction. (1) Given the reactants [NH2:1][C:2]1[CH:6]=[C:5]([C:7]2[CH:12]=[CH:11][N:10]=[CH:9][CH:8]=2)[S:4][C:3]=1[C:13]([NH2:15])=[O:14].[F:16][C:17]([F:23])([F:22])[CH2:18][C:19](=O)[CH3:20].O.C1(C)C=CC(S(O)(=O)=O)=CC=1.C(=O)([O-])O.[Na+], predict the reaction product. The product is: [CH3:20][C:19]1([CH2:18][C:17]([F:23])([F:22])[F:16])[NH:1][C:2]2[CH:6]=[C:5]([C:7]3[CH:8]=[CH:9][N:10]=[CH:11][CH:12]=3)[S:4][C:3]=2[C:13](=[O:14])[NH:15]1. (2) Given the reactants [Cl:1][C:2]1[C:11]2[C:6](=[C:7]([Cl:17])[C:8]([O:12][CH2:13]COC)=[CH:9][CH:10]=2)[N:5]=[C:4]([C:18]2[CH:23]=[CH:22][CH:21]=[C:20]([CH:24]([CH3:26])[CH3:25])[N:19]=2)[CH:3]=1.NC1C(Cl)=C(OC)C=CC=1C(=O)C, predict the reaction product. The product is: [Cl:1][C:2]1[C:11]2[C:6](=[C:7]([Cl:17])[C:8]([O:12][CH3:13])=[CH:9][CH:10]=2)[N:5]=[C:4]([C:18]2[CH:23]=[CH:22][CH:21]=[C:20]([CH:24]([CH3:26])[CH3:25])[N:19]=2)[CH:3]=1. (3) Given the reactants [F:1][C:2]1[C:3]([N:40]2[CH2:45][CH2:44][N:43](C(OC(C)(C)C)=O)[CH2:42][CH2:41]2)=[N:4][CH:5]=[C:6]([C:8]2[CH:9]=[C:10]3[C:16]([C:17]4[CH:18]=[N:19][N:20]([CH2:22][C:23]5[CH:28]=[CH:27][CH:26]=[C:25]([F:29])[CH:24]=5)[CH:21]=4)=[CH:15][N:14]([S:30]([C:33]4[CH:39]=[CH:38][C:36]([CH3:37])=[CH:35][CH:34]=4)(=[O:32])=[O:31])[C:11]3=[N:12][CH:13]=2)[CH:7]=1.FC1C=C(C2C=C3C(C4C=NN(CC5C=CC=C(F)C=5)C=4)=CNC3=NC=2)C=NC=1N1CCNCC1, predict the reaction product. The product is: [F:1][C:2]1[CH:7]=[C:6]([C:8]2[CH:9]=[C:10]3[C:16]([C:17]4[CH:18]=[N:19][N:20]([CH2:22][C:23]5[CH:28]=[CH:27][CH:26]=[C:25]([F:29])[CH:24]=5)[CH:21]=4)=[CH:15][N:14]([S:30]([C:33]4[CH:39]=[CH:38][C:36]([CH3:37])=[CH:35][CH:34]=4)(=[O:31])=[O:32])[C:11]3=[N:12][CH:13]=2)[CH:5]=[N:4][C:3]=1[N:40]1[CH2:45][CH2:44][NH:43][CH2:42][CH2:41]1. (4) Given the reactants [NH2:1][C:2]1[CH:11]=[CH:10][C:9]2[NH:8][CH:7]=[C:6]3[C:12](=[O:21])[N:13]([C:15]4[CH:20]=[CH:19][CH:18]=[CH:17][CH:16]=4)[N:14]=[C:5]3[C:4]=2[CH:3]=1.Cl.Cl[CH2:24][CH2:25][NH:26][CH2:27][CH2:28]Cl, predict the reaction product. The product is: [C:15]1([N:13]2[C:12](=[O:21])[C:6]3=[CH:7][NH:8][C:9]4[CH:10]=[CH:11][C:2]([N:1]5[CH2:28][CH2:27][NH:26][CH2:25][CH2:24]5)=[CH:3][C:4]=4[C:5]3=[N:14]2)[CH:20]=[CH:19][CH:18]=[CH:17][CH:16]=1. (5) Given the reactants CS(O[CH2:6][CH2:7][C:8]1[O:9][C:10]2[CH:16]=[CH:15][C:14]([C:17]3[CH:22]=[CH:21][C:20]([C:23]([N:25]4[CH2:30][CH2:29][O:28][CH2:27][CH2:26]4)=[O:24])=[CH:19][CH:18]=3)=[CH:13][C:11]=2[CH:12]=1)(=O)=O.[CH2:31]([NH:33][CH2:34][CH3:35])[CH3:32], predict the reaction product. The product is: [CH2:31]([N:33]([CH2:34][CH3:35])[CH2:6][CH2:7][C:8]1[O:9][C:10]2[CH:11]=[CH:13][C:14]([C:17]3[CH:22]=[CH:21][C:20]([C:23]([N:25]4[CH2:30][CH2:29][O:28][CH2:27][CH2:26]4)=[O:24])=[CH:19][CH:18]=3)=[CH:15][C:16]=2[CH:12]=1)[CH3:32].